From a dataset of Forward reaction prediction with 1.9M reactions from USPTO patents (1976-2016). Predict the product of the given reaction. Given the reactants [CH3:1][C:2]1[CH:11]=[CH:10][C:9]([N:12]2[CH2:17][CH2:16][O:15][CH2:14][CH2:13]2)=[CH:8][C:3]=1[C:4]([NH:6][CH3:7])=[O:5].[Cl:18]N1C(=O)CCC1=O, predict the reaction product. The product is: [Cl:18][C:10]1[C:9]([N:12]2[CH2:17][CH2:16][O:15][CH2:14][CH2:13]2)=[CH:8][C:3]([C:4]([NH:6][CH3:7])=[O:5])=[C:2]([CH3:1])[CH:11]=1.